This data is from Catalyst prediction with 721,799 reactions and 888 catalyst types from USPTO. The task is: Predict which catalyst facilitates the given reaction. (1) Reactant: [Cl:1][C:2]1[C:3]2[N:4]([C:8]([CH:12]3[CH2:15][C:14](=O)[CH2:13]3)=[N:9][C:10]=2[I:11])[CH:5]=[CH:6][N:7]=1.C[CH2:18][N:19](C(C)C)[CH:20](C)C.Cl.CNC.C(O[BH-](OC(=O)C)OC(=O)C)(=O)C.[Na+]. Product: [Cl:1][C:2]1[C:3]2[N:4]([C:8]([CH:12]3[CH2:15][CH:14]([N:19]([CH3:20])[CH3:18])[CH2:13]3)=[N:9][C:10]=2[I:11])[CH:5]=[CH:6][N:7]=1. The catalyst class is: 1. (2) Reactant: [C:1]([O:5][C:6]([N:8]1[CH2:13][CH2:12][C:11]([CH2:21][NH2:22])([C:14]2[CH:19]=[CH:18][C:17]([I:20])=[CH:16][CH:15]=2)[CH2:10][CH2:9]1)=[O:7])([CH3:4])([CH3:3])[CH3:2].Cl[C:24]([O:26][CH2:27][CH:28]([CH3:30])[CH3:29])=[O:25].N1C=CC=CC=1. Product: [C:1]([O:5][C:6]([N:8]1[CH2:9][CH2:10][C:11]([C:14]2[CH:19]=[CH:18][C:17]([I:20])=[CH:16][CH:15]=2)([CH2:21][NH:22][C:24]([O:26][CH2:27][CH:28]([CH3:30])[CH3:29])=[O:25])[CH2:12][CH2:13]1)=[O:7])([CH3:4])([CH3:3])[CH3:2]. The catalyst class is: 91. (3) Reactant: [H-].[Na+].[CH2:3]([OH:5])C.[C:6]1(=[O:12])[CH2:11][CH2:10][CH2:9][CH2:8][CH2:7]1.C(OCC)=O. Product: [O:12]=[C:6]1[CH2:11][CH2:10][CH2:9][CH2:8][CH:7]1[CH:3]=[O:5]. The catalyst class is: 316.